The task is: Regression. Given two drug SMILES strings and cell line genomic features, predict the synergy score measuring deviation from expected non-interaction effect.. This data is from Merck oncology drug combination screen with 23,052 pairs across 39 cell lines. (1) Drug 1: CN(C)C(=N)N=C(N)N. Drug 2: COC1=C2CC(C)CC(OC)C(O)C(C)C=C(C)C(OC(N)=O)C(OC)C=CC=C(C)C(=O)NC(=CC1=O)C2=O. Cell line: LOVO. Synergy scores: synergy=-14.0. (2) Drug 1: O=C(CCCCCCC(=O)Nc1ccccc1)NO. Drug 2: CS(=O)(=O)CCNCc1ccc(-c2ccc3ncnc(Nc4ccc(OCc5cccc(F)c5)c(Cl)c4)c3c2)o1. Cell line: VCAP. Synergy scores: synergy=38.8. (3) Drug 1: CS(=O)(=O)CCNCc1ccc(-c2ccc3ncnc(Nc4ccc(OCc5cccc(F)c5)c(Cl)c4)c3c2)o1. Drug 2: COC1CC2CCC(C)C(O)(O2)C(=O)C(=O)N2CCCCC2C(=O)OC(C(C)CC2CCC(OP(C)(C)=O)C(OC)C2)CC(=O)C(C)C=C(C)C(O)C(OC)C(=O)C(C)CC(C)C=CC=CC=C1C. Cell line: SW837. Synergy scores: synergy=44.5. (4) Synergy scores: synergy=-34.5. Cell line: ZR751. Drug 1: CS(=O)(=O)CCNCc1ccc(-c2ccc3ncnc(Nc4ccc(OCc5cccc(F)c5)c(Cl)c4)c3c2)o1. Drug 2: Cc1nc(Nc2ncc(C(=O)Nc3c(C)cccc3Cl)s2)cc(N2CCN(CCO)CC2)n1. (5) Drug 1: O=S1(=O)NC2(CN1CC(F)(F)F)C1CCC2Cc2cc(C=CCN3CCC(C(F)(F)F)CC3)ccc2C1. Drug 2: CC(C)CC(NC(=O)C(Cc1ccccc1)NC(=O)c1cnccn1)B(O)O. Cell line: SW837. Synergy scores: synergy=4.71. (6) Drug 1: Cn1c(=O)n(-c2ccc(C(C)(C)C#N)cc2)c2c3cc(-c4cnc5ccccc5c4)ccc3ncc21. Drug 2: CNC(=O)c1cc(Oc2ccc(NC(=O)Nc3ccc(Cl)c(C(F)(F)F)c3)cc2)ccn1. Cell line: LOVO. Synergy scores: synergy=1.56.